From a dataset of Catalyst prediction with 721,799 reactions and 888 catalyst types from USPTO. Predict which catalyst facilitates the given reaction. (1) Reactant: C([O:3][C:4]([C:6]1([NH:15][C:16]([C@H:18]2[C:27]3[C:22](=[CH:23][CH:24]=[CH:25][CH:26]=3)[CH2:21][CH2:20][CH2:19]2)=[O:17])[CH2:14][C:13]2[C:8](=[CH:9][CH:10]=[CH:11][CH:12]=2)[CH2:7]1)=[O:5])C.[OH-].[K+].O. Product: [C@H:18]1([C:16]([NH:15][C:6]2([C:4]([OH:5])=[O:3])[CH2:14][C:13]3[C:8](=[CH:9][CH:10]=[CH:11][CH:12]=3)[CH2:7]2)=[O:17])[C:27]2[C:22](=[CH:23][CH:24]=[CH:25][CH:26]=2)[CH2:21][CH2:20][CH2:19]1. The catalyst class is: 14. (2) Reactant: [N:1]1([C:7]2[C:8]3[S:15][C:14]([N:16]4[CH2:21][CH2:20][O:19][CH2:18][CH2:17]4)=[CH:13][C:9]=3[N:10]=[CH:11][N:12]=2)[CH2:6][CH2:5][NH:4][CH2:3][CH2:2]1.[N:22]([C@H:25]([C:27]1[CH:32]=[CH:31][CH:30]=[C:29]([O:33][CH3:34])[CH:28]=1)[CH3:26])=[C:23]=[O:24].C(N(CC)C(C)C)(C)C. Product: [CH3:34][O:33][C:29]1[CH:28]=[C:27]([C@@H:25]([NH:22][C:23]([N:4]2[CH2:5][CH2:6][N:1]([C:7]3[C:8]4[S:15][C:14]([N:16]5[CH2:17][CH2:18][O:19][CH2:20][CH2:21]5)=[CH:13][C:9]=4[N:10]=[CH:11][N:12]=3)[CH2:2][CH2:3]2)=[O:24])[CH3:26])[CH:32]=[CH:31][CH:30]=1. The catalyst class is: 9. (3) Reactant: [CH2:1]([C:5]1[C:14]([C:15]#[N:16])=[C:13]([C:17]2[CH:22]=[CH:21][C:20]([CH3:23])=[CH:19][CH:18]=2)[C:12]2[C:7](=[CH:8][CH:9]=[C:10](/[CH:24]=[CH:25]/[CH:26]=[O:27])[CH:11]=2)[N:6]=1)[CH:2]([CH3:4])[CH3:3].O1CCCC1.[BH4-].[Na+].[Cl-].[NH4+]. Product: [OH:27][CH2:26]/[CH:25]=[CH:24]/[C:10]1[CH:11]=[C:12]2[C:7](=[CH:8][CH:9]=1)[N:6]=[C:5]([CH2:1][CH:2]([CH3:4])[CH3:3])[C:14]([C:15]#[N:16])=[C:13]2[C:17]1[CH:22]=[CH:21][C:20]([CH3:23])=[CH:19][CH:18]=1. The catalyst class is: 5. (4) Reactant: C(NC(C)C)(C)C.C([Li])CCC.[C:13](=[O:31])([O:19][C:20]1[C:24]2[CH:25]=[CH:26][C:27]([F:30])=[C:28]([F:29])[C:23]=2[O:22][N:21]=1)[O:14][C:15]([CH3:18])([CH3:17])[CH3:16].CN(C)[CH:34]=[O:35]. Product: [C:13](=[O:31])([O:19][C:20]1[C:24]2[CH:25]=[C:26]([CH:34]=[O:35])[C:27]([F:30])=[C:28]([F:29])[C:23]=2[O:22][N:21]=1)[O:14][C:15]([CH3:18])([CH3:17])[CH3:16]. The catalyst class is: 1. (5) Reactant: Br[CH2:2][CH2:3][O:4][C:5]1[CH:11]=[CH:10][C:8]([NH2:9])=[C:7]([N+:12]([O-:14])=[O:13])[CH:6]=1.[C:15]([N:22]1[CH2:27][CH2:26][NH:25][CH2:24][CH2:23]1)([O:17][C:18]([CH3:21])([CH3:20])[CH3:19])=[O:16].O. Product: [NH2:9][C:8]1[CH:10]=[CH:11][C:5]([O:4][CH2:3][CH2:2][N:25]2[CH2:24][CH2:23][N:22]([C:15]([O:17][C:18]([CH3:21])([CH3:20])[CH3:19])=[O:16])[CH2:27][CH2:26]2)=[CH:6][C:7]=1[N+:12]([O-:14])=[O:13]. The catalyst class is: 1. (6) Reactant: Cl[C:2]1[CH:7]=[C:6]([Cl:8])[N:5]=[C:4]([N:9]2[C:13]3[CH:14]=[C:15]([F:18])[CH:16]=[CH:17][C:12]=3[N:11]=[C:10]2[CH3:19])[N:3]=1.[CH3:20][O:21][C:22]1[CH:28]=[CH:27][C:25]([NH2:26])=[CH:24][CH:23]=1.C(#N)C. Product: [Cl:8][C:6]1[N:5]=[C:4]([N:9]2[C:13]3[CH:14]=[C:15]([F:18])[CH:16]=[CH:17][C:12]=3[N:11]=[C:10]2[CH3:19])[N:3]=[C:2]([NH:26][C:25]2[CH:27]=[CH:28][C:22]([O:21][CH3:20])=[CH:23][CH:24]=2)[CH:7]=1. The catalyst class is: 27.